From a dataset of Forward reaction prediction with 1.9M reactions from USPTO patents (1976-2016). Predict the product of the given reaction. Given the reactants [CH3:1][O:2][C:3]1[CH:8]=[CH:7][C:6]([C:9]2[CH:10]=[CH:11][C:12](=[O:15])[NH:13][CH:14]=2)=[CH:5][CH:4]=1.[CH2:16]([O:18][C:19](=[O:22])[CH2:20]Br)[CH3:17], predict the reaction product. The product is: [CH3:1][O:2][C:3]1[CH:8]=[CH:7][C:6]([C:9]2[CH:10]=[CH:11][C:12](=[O:15])[N:13]([CH2:20][C:19]([O:18][CH2:16][CH3:17])=[O:22])[CH:14]=2)=[CH:5][CH:4]=1.